Dataset: Forward reaction prediction with 1.9M reactions from USPTO patents (1976-2016). Task: Predict the product of the given reaction. (1) Given the reactants [CH:1](/[S:9](Cl)(=[O:11])=[O:10])=[CH:2]\[C:3]1[CH:8]=[CH:7][CH:6]=[CH:5][CH:4]=1.[Cl:13][C:14]1[CH:20]=[CH:19][C:17]([NH2:18])=[CH:16][CH:15]=1, predict the reaction product. The product is: [CH:1](/[S:9]([NH:18][C:17]1[CH:19]=[CH:20][C:14]([Cl:13])=[CH:15][CH:16]=1)(=[O:11])=[O:10])=[CH:2]\[C:3]1[CH:8]=[CH:7][CH:6]=[CH:5][CH:4]=1. (2) Given the reactants [NH:1]1[C:5]([C:6]2[CH:7]=[C:8]([C:12]3[C:13]([OH:18])=[CH:14][CH:15]=[CH:16][CH:17]=3)[CH:9]=[CH:10][CH:11]=2)=[N:4][N:3]=[N:2]1.[N+:19]([O-])([OH:21])=[O:20].O, predict the reaction product. The product is: [N+:19]([C:14]1[CH:15]=[CH:16][CH:17]=[C:12]([C:8]2[CH:9]=[CH:10][CH:11]=[C:6]([C:5]3[NH:1][N:2]=[N:3][N:4]=3)[CH:7]=2)[C:13]=1[OH:18])([O-:21])=[O:20].